The task is: Regression. Given a peptide amino acid sequence and an MHC pseudo amino acid sequence, predict their binding affinity value. This is MHC class II binding data.. This data is from Peptide-MHC class II binding affinity with 134,281 pairs from IEDB. (1) The peptide sequence is APKVAATAANAAPAN. The MHC is DRB1_0901 with pseudo-sequence DRB1_0901. The binding affinity (normalized) is 0.228. (2) The peptide sequence is AYESYKFIPALEAAVKQAYAATVAAA. The MHC is DRB1_0405 with pseudo-sequence DRB1_0405. The binding affinity (normalized) is 0.794. (3) The peptide sequence is EKKYFAATQFEPLKA. The MHC is DRB1_1602 with pseudo-sequence DRB1_1602. The binding affinity (normalized) is 0.594. (4) The peptide sequence is CILAWILVRIINVRS. The MHC is DRB1_0802 with pseudo-sequence DRB1_0802. The binding affinity (normalized) is 0. (5) The peptide sequence is YTKKEAFNVENGNAT. The MHC is DRB1_0101 with pseudo-sequence DRB1_0101. The binding affinity (normalized) is 0.226. (6) The peptide sequence is GELQIYDKIDAAFKI. The MHC is DRB4_0101 with pseudo-sequence DRB4_0103. The binding affinity (normalized) is 0.696. (7) The peptide sequence is ATTEEQKLIEDVNAS. The MHC is HLA-DQA10102-DQB10602 with pseudo-sequence HLA-DQA10102-DQB10602. The binding affinity (normalized) is 0.264. (8) The peptide sequence is YDKFLANVSTVLTGF. The MHC is DRB1_1302 with pseudo-sequence DRB1_1302. The binding affinity (normalized) is 0.911. (9) The MHC is HLA-DQA10102-DQB10602 with pseudo-sequence HLA-DQA10102-DQB10602. The binding affinity (normalized) is 0.443. The peptide sequence is SSYAATEVANAAAAS. (10) The peptide sequence is ATTEEQKLIEDVNAS. The MHC is DRB1_1201 with pseudo-sequence DRB1_1201. The binding affinity (normalized) is 0.